The task is: Predict which catalyst facilitates the given reaction.. This data is from Catalyst prediction with 721,799 reactions and 888 catalyst types from USPTO. (1) Reactant: [OH:1][CH:2]([C:22]1[CH:23]=[CH:24][C:25]2[O:30][CH2:29][C:28](=[O:31])[NH:27][C:26]=2[CH:32]=1)[CH2:3][CH2:4][N:5]1[CH2:10][CH2:9][N:8]([C:11]2[CH:20]=[CH:19][CH:18]=[C:17]3[C:12]=2[CH:13]=[CH:14][C:15]([CH3:21])=[N:16]3)[CH2:7][CH2:6]1.[CH3:33]O. Product: [CH3:33][O:1][CH:2]([C:22]1[CH:23]=[CH:24][C:25]2[O:30][CH2:29][C:28](=[O:31])[NH:27][C:26]=2[CH:32]=1)[CH2:3][CH2:4][N:5]1[CH2:6][CH2:7][N:8]([C:11]2[CH:20]=[CH:19][CH:18]=[C:17]3[C:12]=2[CH:13]=[CH:14][C:15]([CH3:21])=[N:16]3)[CH2:9][CH2:10]1. The catalyst class is: 55. (2) Reactant: [C:1]([OH:6])(=O)[CH2:2][CH2:3][CH3:4].O.[C:8](=[O:15])([S:12][CH2:13][CH3:14])[O:9][CH2:10]I. Product: [CH2:13]([S:12][C:8](=[O:15])[O:9][CH2:10][O:6][CH2:1][CH2:2][CH2:3][CH3:4])[CH3:14]. The catalyst class is: 4. (3) Reactant: [OH:1][C:2]1[CH:7]=[CH:6][C:5]([C:8](=[O:10])[CH3:9])=[CH:4][C:3]=1[C:11]([F:14])([F:13])[F:12].[Br:15]N1C(=O)CCC1=O. Product: [Br:15][C:7]1[CH:6]=[C:5]([C:8](=[O:10])[CH3:9])[CH:4]=[C:3]([C:11]([F:12])([F:13])[F:14])[C:2]=1[OH:1]. The catalyst class is: 10. (4) Reactant: [BH4-].[Na+].[CH3:3][C:4]1[CH:5]=[CH:6][C:7]([C:10](OC)=[O:11])=[N:8][CH:9]=1. Product: [CH3:3][C:4]1[CH:5]=[CH:6][C:7]([CH2:10][OH:11])=[N:8][CH:9]=1. The catalyst class is: 36. (5) Reactant: [Cl:1][C:2]1[CH:3]=[C:4]([C:9]2([C:24]([F:27])([F:26])[F:25])[S:13][N:12]=[C:11]([C:14]3[CH:22]=[CH:21][C:17]([C:18]([NH2:20])=[O:19])=[C:16]([CH3:23])[CH:15]=3)[CH2:10]2)[CH:5]=[C:6]([Cl:8])[CH:7]=1.[CH3:28]OC(OC)N(C)C.Cl.[CH2:37]([O:39][NH2:40])[CH3:38].[OH-].[Na+]. Product: [Cl:1][C:2]1[CH:3]=[C:4]([C:9]2([C:24]([F:25])([F:27])[F:26])[S:13][N:12]=[C:11]([C:14]3[CH:22]=[CH:21][C:17]([C:18]([NH:20]/[CH:28]=[N:40]/[O:39][CH2:37][CH3:38])=[O:19])=[C:16]([CH3:23])[CH:15]=3)[CH2:10]2)[CH:5]=[C:6]([Cl:8])[CH:7]=1. The catalyst class is: 211. (6) Reactant: C[O:2][C:3](=[O:29])[C@H:4]([CH3:28])[NH:5][C:6](=[O:27])[C:7]1[CH:12]=[CH:11][C:10]([CH2:13][O:14][C:15]2[CH:16]=[N:17][CH:18]=[CH:19][CH:20]=2)=[CH:9][C:8]=1[C:21]1[CH:26]=[CH:25][CH:24]=[CH:23][CH:22]=1.[OH-].[Na+].CO.Cl. Product: [N:17]1[CH:18]=[CH:19][CH:20]=[C:15]([O:14][CH2:13][C:10]2[CH:11]=[CH:12][C:7]([C:6]([NH:5][C@H:4]([C:3]([OH:29])=[O:2])[CH3:28])=[O:27])=[C:8]([C:21]3[CH:26]=[CH:25][CH:24]=[CH:23][CH:22]=3)[CH:9]=2)[CH:16]=1. The catalyst class is: 84.